From a dataset of Full USPTO retrosynthesis dataset with 1.9M reactions from patents (1976-2016). Predict the reactants needed to synthesize the given product. (1) Given the product [CH2:2]([NH:10][CH:7]1[CH2:9][CH2:8]1)[CH2:3][CH2:4][CH:5]=[CH2:6], predict the reactants needed to synthesize it. The reactants are: Br[CH2:2][CH2:3][CH2:4][CH:5]=[CH2:6].[CH:7]1([NH2:10])[CH2:9][CH2:8]1. (2) Given the product [Cl:1][C:2]1[CH:3]=[CH:4][C:5]([S:8]([N:11]2[CH:16]3[CH2:17][CH2:18][CH2:19][CH:12]2[C:13]2[CH:21]=[N:32][C:30]([O:29][CH3:28])=[N:31][C:14]=2[CH2:15]3)(=[O:10])=[O:9])=[CH:6][CH:7]=1, predict the reactants needed to synthesize it. The reactants are: [Cl:1][C:2]1[CH:7]=[CH:6][C:5]([S:8]([N:11]2[CH:16]3[CH2:17][CH2:18][CH2:19][CH:12]2[C:13](=[CH:21]O)[C:14](=O)[CH2:15]3)(=[O:10])=[O:9])=[CH:4][CH:3]=1.S(O)(O)(=O)=O.[CH3:28][O:29][C:30](=[NH:32])[NH2:31].[CH3:28][O:29][C:30](=[NH:32])[NH2:31]. (3) Given the product [CH2:1]([O:8][C:9]1[CH:14]=[CH:13][C:12]([C:15]2[N:32]([CH2:33][O:34][CH2:35][CH2:36][Si:37]([CH3:40])([CH3:39])[CH3:38])[C:18]3[N:19]=[CH:20][N:21]=[C:22]([O:23][C:24]4[CH:29]=[CH:28][C:27]([NH:30][C:46]([NH:41][CH:42]5[CH2:44][CH2:43]5)=[O:48])=[C:26]([Cl:31])[CH:25]=4)[C:17]=3[CH:16]=2)=[CH:11][CH:10]=1)[C:2]1[CH:3]=[CH:4][CH:5]=[CH:6][CH:7]=1, predict the reactants needed to synthesize it. The reactants are: [CH2:1]([O:8][C:9]1[CH:14]=[CH:13][C:12]([C:15]2[N:32]([CH2:33][O:34][CH2:35][CH2:36][Si:37]([CH3:40])([CH3:39])[CH3:38])[C:18]3[N:19]=[CH:20][N:21]=[C:22]([O:23][C:24]4[CH:29]=[CH:28][C:27]([NH2:30])=[C:26]([Cl:31])[CH:25]=4)[C:17]=3[CH:16]=2)=[CH:11][CH:10]=1)[C:2]1[CH:7]=[CH:6][CH:5]=[CH:4][CH:3]=1.[N:41]1[CH:46]=C[CH:44]=[CH:43][CH:42]=1.C(Cl)(=O)[O:48]C1C=CC=CC=1.C1(N)CC1. (4) The reactants are: [NH:1]([C:3](=[O:20])[C@@H:4]([NH:12][C:13](=[O:19])[O:14][C:15]([CH3:18])([CH3:17])[CH3:16])[CH2:5][C:6]1[CH:11]=[CH:10][CH:9]=[CH:8][CH:7]=1)[NH2:2].[C:21](OCC)(OCC)(OCC)[CH3:22].CC(O)=O. Given the product [CH3:21][C:22]1[O:20][C:3]([C@@H:4]([NH:12][C:13](=[O:19])[O:14][C:15]([CH3:17])([CH3:16])[CH3:18])[CH2:5][C:6]2[CH:11]=[CH:10][CH:9]=[CH:8][CH:7]=2)=[N:1][N:2]=1, predict the reactants needed to synthesize it. (5) The reactants are: [ClH:1].C(OC([N:9]1[C@H:14]([C:15]2[NH:16][C:17]([C:20]3[CH:21]=[C:22]4[C:27](=[CH:28][CH:29]=3)[CH:26]=[C:25]([C:30]3[CH:35]=[CH:34][C:33]([C:36]5[NH:40][C:39]([C@@H:41]6[CH2:46][C@@H:45]7[C@@H:43]([CH2:44]7)[N:42]6[C:47]([O:49][CH2:50][C:51]6[CH:56]=[CH:55][CH:54]=[CH:53][CH:52]=6)=[O:48])=[N:38][CH:37]=5)=[CH:32][CH:31]=3)[CH:24]=[CH:23]4)=[CH:18][N:19]=2)[CH2:13][C@@H:12]2[C@H:10]1[CH2:11]2)=O)(C)(C)C. Given the product [ClH:1].[C@@H:10]12[CH2:11][C@@H:12]1[CH2:13][C@@H:14]([C:15]1[NH:16][C:17]([C:20]3[CH:21]=[C:22]4[C:27](=[CH:28][CH:29]=3)[CH:26]=[C:25]([C:30]3[CH:31]=[CH:32][C:33]([C:36]5[NH:40][C:39]([C@@H:41]6[CH2:46][C@@H:45]7[C@@H:43]([CH2:44]7)[N:42]6[C:47]([O:49][CH2:50][C:51]6[CH:52]=[CH:53][CH:54]=[CH:55][CH:56]=6)=[O:48])=[N:38][CH:37]=5)=[CH:34][CH:35]=3)[CH:24]=[CH:23]4)=[CH:18][N:19]=1)[NH:9]2, predict the reactants needed to synthesize it.